Task: Predict the reactants needed to synthesize the given product.. Dataset: Full USPTO retrosynthesis dataset with 1.9M reactions from patents (1976-2016) Given the product [NH2:42][C@@H:43]([C:45]([NH:1][CH2:2][C@@H:3]([NH:21][C:22](=[O:34])[C:23]1[CH:28]=[CH:27][C:26]([O:29][CH:30]([CH3:32])[CH3:31])=[C:25]([Cl:33])[CH:24]=1)[CH2:4][C:5]1[CH:10]=[CH:9][C:8]([C:11]2[N:12]=[C:13]3[C:18]([Br:19])=[CH:17][CH:16]=[CH:15][N:14]3[CH:20]=2)=[CH:7][CH:6]=1)=[O:46])[CH3:44], predict the reactants needed to synthesize it. The reactants are: [NH2:1][CH2:2][C@@H:3]([NH:21][C:22](=[O:34])[C:23]1[CH:28]=[CH:27][C:26]([O:29][CH:30]([CH3:32])[CH3:31])=[C:25]([Cl:33])[CH:24]=1)[CH2:4][C:5]1[CH:10]=[CH:9][C:8]([C:11]2[N:12]=[C:13]3[C:18]([Br:19])=[CH:17][CH:16]=[CH:15][N:14]3[CH:20]=2)=[CH:7][CH:6]=1.CC(OC([NH:42][C@@H:43]([C:45](O)=[O:46])[CH3:44])=O)(C)C.CCN=C=NCCCN(C)C.Cl.